This data is from Forward reaction prediction with 1.9M reactions from USPTO patents (1976-2016). The task is: Predict the product of the given reaction. The product is: [Cl:26][C:27]1[C:28]([NH:41][C:42](=[O:62])[C:43]2[CH:48]=[CH:47][C:46]([N:49]3[CH2:54][CH2:53][N:52]([C:55](=[O:60])[C:56]([CH3:59])([CH3:58])[CH3:57])[CH2:51][C@H:50]3[CH3:61])=[N:45][CH:44]=2)=[CH:29][C:30]([O:36][C:37]([F:40])([F:39])[F:38])=[C:31]([C:2]2[CH:3]=[CH:4][C:5]([C:8]3[N:9]=[C:10]([C@@H:13]4[CH2:17][C@H:16]([CH3:18])[CH2:15][N:14]4[C:19]([O:21][C:22]([CH3:23])([CH3:25])[CH3:24])=[O:20])[NH:11][CH:12]=3)=[CH:6][CH:7]=2)[CH:32]=1. Given the reactants Br[C:2]1[CH:7]=[CH:6][C:5]([C:8]2[N:9]=[C:10]([C@@H:13]3[CH2:17][C@H:16]([CH3:18])[CH2:15][N:14]3[C:19]([O:21][C:22]([CH3:25])([CH3:24])[CH3:23])=[O:20])[NH:11][CH:12]=2)=[CH:4][CH:3]=1.[Cl:26][C:27]1[C:28]([NH:41][C:42](=[O:62])[C:43]2[CH:48]=[CH:47][C:46]([N:49]3[CH2:54][CH2:53][N:52]([C:55](=[O:60])[C:56]([CH3:59])([CH3:58])[CH3:57])[CH2:51][C@H:50]3[CH3:61])=[N:45][CH:44]=2)=[CH:29][C:30]([O:36][C:37]([F:40])([F:39])[F:38])=[C:31](B(O)O)[CH:32]=1.C(=O)(O)[O-].[Na+].CC1CCCO1, predict the reaction product.